This data is from Full USPTO retrosynthesis dataset with 1.9M reactions from patents (1976-2016). The task is: Predict the reactants needed to synthesize the given product. (1) Given the product [F:18][C:17]1[C:12]([CH2:11][C:10]2[C:4]3[C:5](=[N:6][CH:7]=[C:2]([NH:39][C:36](=[O:38])[CH3:37])[CH:3]=3)[NH:8][CH:9]=2)=[CH:13][CH:14]=[C:15]([NH:19][CH2:20][C:21]2[C:22]([O:28][CH3:29])=[N:23][CH:24]=[C:25]([F:27])[CH:26]=2)[N:16]=1, predict the reactants needed to synthesize it. The reactants are: Br[C:2]1[CH:3]=[C:4]2[C:10]([CH2:11][C:12]3[CH:13]=[CH:14][C:15]([NH:19][CH2:20][C:21]4[C:22]([O:28][CH3:29])=[N:23][CH:24]=[C:25]([F:27])[CH:26]=4)=[N:16][C:17]=3[F:18])=[CH:9][NH:8][C:5]2=[N:6][CH:7]=1.C(=O)([O-])[O-].[Cs+].[Cs+].[C:36]([NH2:39])(=[O:38])[CH3:37].CNCCNC. (2) Given the product [C:1]([O:4][C@H:5]1[CH2:22][CH2:21][C@@:20]2([CH3:23])[C@@H:7]([CH2:8][CH2:9][C@:10]3([CH3:37])[C@@H:19]2[CH2:18][CH2:17][C@H:16]2[C@@:11]3([CH3:36])[CH2:12][CH2:13][C@@:14]3([CH2:31][CH2:32][NH2:33])[CH2:26][C:25](=[O:27])[C:24]([CH:28]([CH3:30])[CH3:29])=[C:15]32)[C:6]1([CH3:38])[CH3:39])(=[O:3])[CH3:2], predict the reactants needed to synthesize it. The reactants are: [C:1]([O:4][C@H:5]1[CH2:22][CH2:21][C@@:20]2([CH3:23])[C@@H:7]([CH2:8][CH2:9][C@:10]3([CH3:37])[C@@H:19]2[CH2:18][CH2:17][C@H:16]2[C@@:11]3([CH3:36])[CH2:12][CH2:13][C@@:14]3([CH2:31][CH2:32][N+:33]([O-])=O)[CH2:26][C:25](=[O:27])[C:24]([CH:28]([CH3:30])[CH3:29])=[C:15]32)[C:6]1([CH3:39])[CH3:38])(=[O:3])[CH3:2].[BH4-].[Na+]. (3) Given the product [ClH:1].[Cl:1][C:2]1[CH:3]=[C:4]([CH:27]=[CH:28][C:29]=1[Cl:30])[CH2:5][NH:6][C:7]1[N:8]=[C:9]([NH:23][CH2:24][CH2:25][CH3:26])[C:10]2[N:16]=[C:15]([NH:17][CH3:18])[N:14]=[C:13]([NH:19][CH2:20][CH2:21][CH3:22])[C:11]=2[N:12]=1, predict the reactants needed to synthesize it. The reactants are: [Cl:1][C:2]1[CH:3]=[C:4]([CH:27]=[CH:28][C:29]=1[Cl:30])[CH2:5][NH:6][C:7]1[N:8]=[C:9]([NH:23][CH2:24][CH2:25][CH3:26])[C:10]2[N:16]=[C:15]([NH:17][CH3:18])[N:14]=[C:13]([NH:19][CH2:20][CH2:21][CH3:22])[C:11]=2[N:12]=1.Cl.C(OCC)C.Cl.ClC1N=C(NCCC)C2N=C(NC)N=C(NCCC)C=2N=1. (4) Given the product [CH2:22]([N:19]1[C:20]2[CH:21]=[C:13]3[N:12]=[C:11]([C:5]4[C:4]5[C:8](=[CH:9][CH:10]=[C:2]([NH:1][C:28]([N:46]6[CH2:47][CH2:48][N:43]([C:40](=[O:42])[CH3:41])[CH2:44][CH2:45]6)=[O:29])[CH:3]=5)[NH:7][N:6]=4)[NH:27][C:14]3=[CH:15][C:16]=2[C:17]([CH3:26])([CH3:25])[C:18]1=[O:24])[CH3:23], predict the reactants needed to synthesize it. The reactants are: [NH2:1][C:2]1[CH:3]=[C:4]2[C:8](=[CH:9][CH:10]=1)[NH:7][N:6]=[C:5]2[C:11]1[NH:12][C:13]2[C:14]([N:27]=1)=[CH:15][C:16]1[C:17]([CH3:26])([CH3:25])[C:18](=[O:24])[N:19]([CH2:22][CH3:23])[C:20]=1[CH:21]=2.[C:28](N1C=CN=C1)(N1C=CN=C1)=[O:29].[C:40]([N:43]1[CH2:48][CH2:47][NH:46][CH2:45][CH2:44]1)(=[O:42])[CH3:41]. (5) The reactants are: Cl[S:2]([C:5]1[CH:14]=[CH:13][C:12]2[NH:11][C:10](=[O:15])[C:9]3[NH:16][CH:17]=[C:18]([C:19]([OH:21])=[O:20])[C:8]=3[C:7]=2[CH:6]=1)(=[O:4])=[O:3].[CH2:22]([NH:29][CH3:30])[C:23]1[CH:28]=[CH:27][CH:26]=[CH:25][CH:24]=1. Given the product [CH2:22]([N:29]([CH3:30])[S:2]([C:5]1[CH:14]=[CH:13][C:12]2[NH:11][C:10](=[O:15])[C:9]3[NH:16][CH:17]=[CH:18][C:8]=3[C:7]=2[CH:6]=1)(=[O:3])=[O:4])[C:23]1[CH:28]=[CH:27][CH:26]=[CH:25][CH:24]=1.[CH2:18]([C:19]([O-:21])=[O:20])[CH3:17], predict the reactants needed to synthesize it. (6) The reactants are: C(N(C(C)C)CC)(C)C.[NH2:10][C:11]1[CH:26]=[CH:25][C:24]([Cl:27])=[CH:23][C:12]=1[C:13]([NH:15][CH2:16][CH:17]1[CH2:22][CH2:21][CH2:20][CH2:19][CH2:18]1)=[O:14].[N:28]1[CH:33]=[CH:32][N:31]=[CH:30][C:29]=1[C:34](O)=[O:35].CN(C(ON1N=NC2C=CC=NC1=2)=[N+](C)C)C.F[P-](F)(F)(F)(F)F. Given the product [Cl:27][C:24]1[CH:25]=[CH:26][C:11]([NH:10][C:34]([C:29]2[CH:30]=[N:31][CH:32]=[CH:33][N:28]=2)=[O:35])=[C:12]([C:13]([NH:15][CH2:16][CH:17]2[CH2:22][CH2:21][CH2:20][CH2:19][CH2:18]2)=[O:14])[CH:23]=1, predict the reactants needed to synthesize it. (7) Given the product [CH3:8][N:9]1[C:13]([CH3:14])=[CH:12][C:11]([CH2:15][NH:16][C:31](=[O:32])[C:30]2[CH:34]=[CH:35][N:36]=[C:28]([N:25]3[CH2:26][CH2:27][N:23]([CH2:22][C:21]4[CH:20]=[CH:19][C:18]([F:17])=[CH:39][CH:38]=4)[C:24]3=[O:37])[CH:29]=2)=[N:10]1, predict the reactants needed to synthesize it. The reactants are: O1C=C(CN)N=C1.[CH3:8][N:9]1[C:13]([CH3:14])=[CH:12][C:11]([CH2:15][NH2:16])=[N:10]1.[F:17][C:18]1[CH:39]=[CH:38][C:21]([CH2:22][N:23]2[CH2:27][CH2:26][N:25]([C:28]3[CH:29]=[C:30]([CH:34]=[CH:35][N:36]=3)[C:31](O)=[O:32])[C:24]2=[O:37])=[CH:20][CH:19]=1.